The task is: Predict the product of the given reaction.. This data is from Forward reaction prediction with 1.9M reactions from USPTO patents (1976-2016). Given the reactants C(N(CC)CC)C.[F:8][C:9]1[CH:10]=[C:11](OS(C(F)(F)F)(=O)=O)[CH:12]=[N:13][CH:14]=1.[C:23]([C:25]1[CH:26]=[C:27]([CH:30]=[CH:31][CH:32]=1)[C:28]#[N:29])#[CH:24], predict the reaction product. The product is: [F:8][C:9]1[CH:10]=[C:11]([C:24]#[C:23][C:25]2[CH:26]=[C:27]([CH:30]=[CH:31][CH:32]=2)[C:28]#[N:29])[CH:12]=[N:13][CH:14]=1.